From a dataset of Catalyst prediction with 721,799 reactions and 888 catalyst types from USPTO. Predict which catalyst facilitates the given reaction. (1) Reactant: [Br-].[C:2]1(C([PH3+])(C2C=CC=CC=2)C2C=CC=CC=2)C=CC=CC=1.C[Si]([N-][Si](C)(C)C)(C)C.[Li+].[CH3:32][O:33][C:34]1[CH:39]=[CH:38][C:37]([C:40]([C:42]2[CH:47]=[CH:46][C:45]([O:48][CH3:49])=[C:44]([O:50][CH2:51][CH3:52])[CH:43]=2)=O)=[CH:36][C:35]=1[N+:53]([O-:55])=[O:54]. Product: [CH2:51]([O:50][C:44]1[CH:43]=[C:42]([C:40]([C:37]2[CH:38]=[CH:39][C:34]([O:33][CH3:32])=[C:35]([N+:53]([O-:55])=[O:54])[CH:36]=2)=[CH2:2])[CH:47]=[CH:46][C:45]=1[O:48][CH3:49])[CH3:52]. The catalyst class is: 1. (2) Reactant: [Cl:1][C:2]1[C:7]([Cl:8])=[CH:6][CH:5]=[CH:4][C:3]=1[S:9]([NH:12][C:13]1[CH:18]=[CH:17][C:16]([N+:19]([O-])=O)=[CH:15][C:14]=1[F:22])(=[O:11])=[O:10]. Product: [NH2:19][C:16]1[CH:17]=[CH:18][C:13]([NH:12][S:9]([C:3]2[CH:4]=[CH:5][CH:6]=[C:7]([Cl:8])[C:2]=2[Cl:1])(=[O:11])=[O:10])=[C:14]([F:22])[CH:15]=1. The catalyst class is: 814. (3) Reactant: C([Si](C)(C)[O:6][C:7]1[CH:8]=[C:9]([CH:34]=[CH:35][C:36]=1[F:37])[C:10]([N:12]1[C:21]2[C:16](=[CH:17][CH:18]=[CH:19][CH:20]=2)[C@H:15]([N:22]([C:26]2[CH:31]=[CH:30][C:29]([Cl:32])=[CH:28][CH:27]=2)[C:23](=[O:25])[CH3:24])[CH2:14][C@@H:13]1[CH3:33])=[O:11])(C)(C)C.CCCC[N+](CCCC)(CCCC)CCCC.[F-]. Product: [Cl:32][C:29]1[CH:28]=[CH:27][C:26]([N:22]([C@H:15]2[C:16]3[C:21](=[CH:20][CH:19]=[CH:18][CH:17]=3)[N:12]([C:10](=[O:11])[C:9]3[CH:34]=[CH:35][C:36]([F:37])=[C:7]([OH:6])[CH:8]=3)[C@@H:13]([CH3:33])[CH2:14]2)[C:23](=[O:25])[CH3:24])=[CH:31][CH:30]=1. The catalyst class is: 4. (4) The catalyst class is: 46. Reactant: [CH2:1]([C:3]1[C:4]([O:13]C)=[N:5][C:6]([CH3:12])=[C:7]([CH:11]=1)[C:8]([OH:10])=O)[CH3:2].F[B-](F)(F)F.O=C1C=CC=CN1OC(N(C)C)=[N+](C)C.O.OC1C2N=NNC=2C=CC=1.[C:46]([O:50][C:51](=[O:58])[NH:52][CH2:53][C:54]([NH:56][NH2:57])=[O:55])([CH3:49])([CH3:48])[CH3:47].C(N(C(C)C)C(C)C)C. Product: [C:46]([O:50][C:51](=[O:58])[NH:52][CH2:53][C:54]([NH:56][NH:57][C:8]([C:7]1[CH:11]=[C:3]([CH2:1][CH3:2])[C:4](=[O:13])[NH:5][C:6]=1[CH3:12])=[O:10])=[O:55])([CH3:49])([CH3:47])[CH3:48]. (5) Reactant: O[C:2]1([C:8]2[CH:13]=[CH:12][C:11]([NH2:14])=[CH:10][C:9]=2[F:15])[CH2:7][CH2:6][S:5][CH2:4][CH2:3]1.Cl.O.N. Product: [F:15][C:9]1[CH:10]=[C:11]([NH2:14])[CH:12]=[CH:13][C:8]=1[C:2]1[CH2:7][CH2:6][S:5][CH2:4][CH:3]=1. The catalyst class is: 15. (6) Reactant: [F:1][C:2]1[C:3]([CH2:8][O:9][C:10]2[C:11]3[N:12]([C:17]([C:21]([O:23]CC)=[O:22])=[C:18]([CH3:20])[N:19]=3)[CH:13]=[C:14]([CH3:16])[CH:15]=2)=[N:4][CH:5]=[CH:6][CH:7]=1.[OH-].[Li+].[ClH:28]. Product: [ClH:28].[F:1][C:2]1[C:3]([CH2:8][O:9][C:10]2[C:11]3[N:12]([C:17]([C:21]([OH:23])=[O:22])=[C:18]([CH3:20])[N:19]=3)[CH:13]=[C:14]([CH3:16])[CH:15]=2)=[N:4][CH:5]=[CH:6][CH:7]=1. The catalyst class is: 36. (7) Reactant: [CH:1]1([CH2:6][N:7]([CH2:31][CH3:32])[C:8]2[CH:13]=[CH:12][C:11]([C:14]([F:17])([F:16])[F:15])=[CH:10][C:9]=2[CH2:18][NH:19][C:20]2[N:25]=[CH:24][C:23]([O:26][CH2:27][CH2:28][S:29][CH3:30])=[CH:22][N:21]=2)[CH2:5][CH2:4][CH2:3][CH2:2]1.[H-].[Na+].Br[CH:36]([C:38]1[CH:43]=[C:42]([C:44]([F:47])([F:46])[F:45])[CH:41]=[C:40]([C:48]([F:51])([F:50])[F:49])[CH:39]=1)[CH3:37].O. Product: [F:45][C:44]([F:46])([F:47])[C:42]1[CH:43]=[C:38]([CH:36]([N:19]([CH2:18][C:9]2[CH:10]=[C:11]([C:14]([F:15])([F:16])[F:17])[CH:12]=[CH:13][C:8]=2[N:7]([CH2:6][CH:1]2[CH2:2][CH2:3][CH2:4][CH2:5]2)[CH2:31][CH3:32])[C:20]2[N:25]=[CH:24][C:23]([O:26][CH2:27][CH2:28][S:29][CH3:30])=[CH:22][N:21]=2)[CH3:37])[CH:39]=[C:40]([C:48]([F:49])([F:50])[F:51])[CH:41]=1. The catalyst class is: 213.